From a dataset of Full USPTO retrosynthesis dataset with 1.9M reactions from patents (1976-2016). Predict the reactants needed to synthesize the given product. (1) Given the product [CH2:19]([O:18][C:16]([NH:15][CH2:14][C:13](=[O:26])[CH2:12][NH:11][C:9]([O:8][CH2:1][C:2]1[CH:3]=[CH:4][CH:5]=[CH:6][CH:7]=1)=[O:10])=[O:17])[C:20]1[CH:21]=[CH:22][CH:23]=[CH:24][CH:25]=1, predict the reactants needed to synthesize it. The reactants are: [CH2:1]([O:8][C:9]([NH:11][CH2:12][CH:13]([OH:26])[CH2:14][NH:15][C:16]([O:18][CH2:19][C:20]1[CH:25]=[CH:24][CH:23]=[CH:22][CH:21]=1)=[O:17])=[O:10])[C:2]1[CH:7]=[CH:6][CH:5]=[CH:4][CH:3]=1.C(Cl)CCl.CS(C)=O.FC(F)(F)C([O-])=O.[NH+]1C=CC=CC=1. (2) Given the product [F:26][C:27]1[C:36]2[C:31](=[CH:32][CH:33]=[CH:34][CH:35]=2)[C:30]([C:37]([NH:1][CH:2]([CH2:12][C:13]2[CH:18]=[CH:17][CH:16]=[C:15]([O:19][C:20]3[CH:25]=[CH:24][CH:23]=[CH:22][CH:21]=3)[CH:14]=2)[CH:3]([C:5]2[CH:6]=[CH:7][C:8]([F:11])=[CH:9][CH:10]=2)[OH:4])=[O:38])=[CH:29][CH:28]=1, predict the reactants needed to synthesize it. The reactants are: [NH2:1][CH:2]([CH2:12][C:13]1[CH:18]=[CH:17][CH:16]=[C:15]([O:19][C:20]2[CH:25]=[CH:24][CH:23]=[CH:22][CH:21]=2)[CH:14]=1)[CH:3]([C:5]1[CH:10]=[CH:9][C:8]([F:11])=[CH:7][CH:6]=1)[OH:4].[F:26][C:27]1[C:36]2[C:31](=[CH:32][CH:33]=[CH:34][CH:35]=2)[C:30]([C:37](O)=[O:38])=[CH:29][CH:28]=1.Cl.C(N=C=NCCCN(C)C)C.ON1C2C=CC=CC=2N=N1. (3) Given the product [Cl:1][C:2]1[C:3]([C:9]([C:11]2[CH:16]=[CH:15][C:14]([F:17])=[CH:13][CH:12]=2)=[O:10])=[CH:4][N:5]=[C:6]([C:32]2[CH:31]=[C:21]([CH:20]=[C:19]([F:18])[C:33]=2[CH3:34])[C:22]([NH:24][C:25]2[N:29]([CH3:30])[N:28]=[CH:27][CH:26]=2)=[O:23])[CH:7]=1, predict the reactants needed to synthesize it. The reactants are: [Cl:1][C:2]1[CH:7]=[C:6](Cl)[N:5]=[CH:4][C:3]=1[C:9]([C:11]1[CH:16]=[CH:15][C:14]([F:17])=[CH:13][CH:12]=1)=[O:10].[F:18][C:19]1[CH:20]=[C:21]([CH:31]=[C:32](B2OC(C)(C)C(C)(C)O2)[C:33]=1[CH3:34])[C:22]([NH:24][C:25]1[N:29]([CH3:30])[N:28]=[CH:27][CH:26]=1)=[O:23].C(=O)([O-])O.[Na+]. (4) Given the product [Br:1][CH2:28][C:29]1[S:33][C:32]([C:34]([O:36][CH3:37])=[O:35])=[CH:31][CH:30]=1, predict the reactants needed to synthesize it. The reactants are: [Br:1]Br.N1C=CN=C1.C1(P(C2C=CC=CC=2)C2C=CC=CC=2)C=CC=CC=1.O[CH2:28][C:29]1[S:33][C:32]([C:34]([O:36][CH3:37])=[O:35])=[CH:31][CH:30]=1. (5) Given the product [CH:34]([C:32]1[CH:31]=[CH:30][C:29]([O:37][CH3:38])=[C:28]([C:19]2[CH:20]=[CH:21][C:22]([C:24]([F:27])([F:25])[F:26])=[CH:23][C:18]=2[CH2:17][N:12]2[CH2:11][CH:10]([C:7]3[CH:6]=[CH:5][C:4]([CH3:3])=[CH:9][CH:8]=3)[O:14][C:13]2=[O:15])[CH:33]=1)([CH3:36])[CH3:35], predict the reactants needed to synthesize it. The reactants are: [H-].[Na+].[CH3:3][C:4]1[CH:9]=[CH:8][C:7]([CH:10]2[O:14][C:13](=[O:15])[NH:12][CH2:11]2)=[CH:6][CH:5]=1.Br[CH2:17][C:18]1[CH:23]=[C:22]([C:24]([F:27])([F:26])[F:25])[CH:21]=[CH:20][C:19]=1[C:28]1[CH:33]=[C:32]([CH:34]([CH3:36])[CH3:35])[CH:31]=[CH:30][C:29]=1[O:37][CH3:38]. (6) Given the product [Cl:60][C:58]1[CH:57]=[CH:56][C:54]2[N:55]=[C:51]([NH:31][C@@H:32]3[CH2:36][CH2:35][CH2:34][C@H:33]3[NH:37][C:38](=[O:49])[C:39]3[C:44]([O:45][CH3:46])=[CH:43][CH:42]=[CH:41][C:40]=3[O:47][CH3:48])[S:52][C:53]=2[CH:59]=1, predict the reactants needed to synthesize it. The reactants are: COC1C=CC=C(OC)C=1C(N[C@H]1CCC[C@H]1NC1C=NC2C(=CC=CC=2)N=1)=O.Cl.[NH2:31][C@@H:32]1[CH2:36][CH2:35][CH2:34][C@H:33]1[NH:37][C:38](=[O:49])[C:39]1[C:44]([O:45][CH3:46])=[CH:43][CH:42]=[CH:41][C:40]=1[O:47][CH3:48].Cl[C:51]1[S:52][C:53]2[CH:59]=[C:58]([Cl:60])[CH:57]=[CH:56][C:54]=2[N:55]=1. (7) The reactants are: [CH2:1]([O:3][C:4](=[O:33])[C@H:5]([CH2:31][OH:32])[CH2:6][C@H:7]([NH:23][C:24]([O:26][C:27]([CH3:30])([CH3:29])[CH3:28])=[O:25])[CH2:8][C:9]1[CH:14]=[CH:13][C:12]([C:15]2[CH:20]=[C:19]([Cl:21])[CH:18]=[CH:17][C:16]=2[F:22])=[CH:11][CH:10]=1)[CH3:2].[Br:34][C:35]1[CH:40]=[CH:39][C:38]([S:41](Cl)(=[O:43])=[O:42])=[CH:37][CH:36]=1.CCN(CC)CC. Given the product [CH2:1]([O:3][C:4](=[O:33])[C@H:5]([CH2:31][O:32][S:41]([C:38]1[CH:39]=[CH:40][C:35]([Br:34])=[CH:36][CH:37]=1)(=[O:43])=[O:42])[CH2:6][C@H:7]([NH:23][C:24]([O:26][C:27]([CH3:29])([CH3:28])[CH3:30])=[O:25])[CH2:8][C:9]1[CH:14]=[CH:13][C:12]([C:15]2[CH:20]=[C:19]([Cl:21])[CH:18]=[CH:17][C:16]=2[F:22])=[CH:11][CH:10]=1)[CH3:2], predict the reactants needed to synthesize it.